Dataset: Full USPTO retrosynthesis dataset with 1.9M reactions from patents (1976-2016). Task: Predict the reactants needed to synthesize the given product. Given the product [Cl:1][C:2]1[CH:3]=[C:4]([C:28]2[CH:27]=[CH:26][CH:25]=[C:24]([O:23][CH3:22])[CH:29]=2)[C:5]2[O:10][CH:9]([C:11]([F:14])([F:13])[F:12])[C:8]([C:15]([O:17][CH2:18][CH3:19])=[O:16])=[CH:7][C:6]=2[CH:20]=1, predict the reactants needed to synthesize it. The reactants are: [Cl:1][C:2]1[CH:3]=[C:4](I)[C:5]2[O:10][CH:9]([C:11]([F:14])([F:13])[F:12])[C:8]([C:15]([O:17][CH2:18][CH3:19])=[O:16])=[CH:7][C:6]=2[CH:20]=1.[CH3:22][O:23][C:24]1[CH:25]=[C:26](B(O)O)[CH:27]=[CH:28][CH:29]=1.C1(P(C2C=CC=CC=2)C2C=CC=CC=2)C=CC=CC=1.C(=O)([O-])[O-].[Na+].[Na+].